Task: Predict the product of the given reaction.. Dataset: Forward reaction prediction with 1.9M reactions from USPTO patents (1976-2016) (1) Given the reactants [Br:1][C:2]1[CH:3]=[C:4]2[C:12](=[C:13]([C:15](=[O:17])[NH2:16])[CH:14]=1)[NH:11][C:10]1[CH:9]=[C:8]([NH:18]C(=O)OC(C)(C)C)[CH:7]=[CH:6][C:5]2=1.C(O)(C(F)(F)F)=O, predict the reaction product. The product is: [NH2:18][C:8]1[CH:9]=[C:10]2[C:5]([C:4]3[CH:3]=[C:2]([Br:1])[CH:14]=[C:13]([C:15]([NH2:16])=[O:17])[C:12]=3[NH:11]2)=[CH:6][CH:7]=1. (2) Given the reactants [NH2:1][CH:2]1[CH2:7][CH2:6][CH2:5][N:4]([C:8]2[C:17]([O:18][CH3:19])=[C:16]3[C:11]([C:12](=[O:26])[C:13]([C:23]([OH:25])=[O:24])=[CH:14][N:15]3[CH:20]3[CH2:22][CH2:21]3)=[CH:10][CH:9]=2)[CH2:3]1.[ClH:27], predict the reaction product. The product is: [ClH:27].[ClH:27].[NH2:1][CH:2]1[CH2:7][CH2:6][CH2:5][N:4]([C:8]2[C:17]([O:18][CH3:19])=[C:16]3[C:11]([C:12](=[O:26])[C:13]([C:23]([OH:25])=[O:24])=[CH:14][N:15]3[CH:20]3[CH2:22][CH2:21]3)=[CH:10][CH:9]=2)[CH2:3]1. (3) Given the reactants [C:1]([O:4][C:5](=[O:7])[CH3:6])(=O)[CH3:2].C(N(C(C)C)CC)(C)C.[NH2:17][C:18]1[N:23]=[C:22]([NH:24][C@@H:25]([CH2:29][CH2:30][CH3:31])CCO)[C:21]([CH2:32][C:33]2[CH:38]=[CH:37][C:36]([O:39][CH2:40][CH2:41][CH2:42][O:43][Si:44]([C:47]([CH3:50])([CH3:49])[CH3:48])([CH3:46])[CH3:45])=[CH:35][C:34]=2[O:51][CH3:52])=[C:20]([CH3:53])[N:19]=1, predict the reaction product. The product is: [C:5]([O:4][CH2:1][CH2:2][C@@H:25]([NH:24][C:22]1[C:21]([CH2:32][C:33]2[CH:38]=[CH:37][C:36]([O:39][CH2:40][CH2:41][CH2:42][O:43][Si:44]([C:47]([CH3:48])([CH3:49])[CH3:50])([CH3:46])[CH3:45])=[CH:35][C:34]=2[O:51][CH3:52])=[C:20]([CH3:53])[N:19]=[C:18]([NH2:17])[N:23]=1)[CH2:29][CH2:30][CH3:31])(=[O:7])[CH3:6]. (4) The product is: [CH3:52][O:51][C:49](=[O:50])[NH:42][C@@H:41]([CH2:43][CH:44]([CH3:45])[CH3:46])[C:40](=[O:47])[NH:39][C@@H:8]([CH2:1][C:2]1[CH:7]=[CH:6][CH:5]=[CH:4][CH:3]=1)[C@@H:9]([OH:38])[CH2:10][C@H:11]([CH2:12][C:13]1[CH:18]=[CH:17][C:16]([C:19]2[CH:24]=[CH:23][CH:22]=[CH:21][N:20]=2)=[CH:15][CH:14]=1)[NH:25][C:26](=[O:37])[C@H:27]([C:33]([CH3:36])([CH3:35])[CH3:34])[NH:28][C:29](=[O:30])[O:31][CH3:32]. Given the reactants [CH2:1]([C@H:8]([NH:39][C:40](=[O:47])[C@H:41]([CH2:43][CH:44]([CH3:46])[CH3:45])[NH2:42])[C@@H:9]([OH:38])[CH2:10][C@@H:11]([NH:25][C:26](=[O:37])[C@H:27]([C:33]([CH3:36])([CH3:35])[CH3:34])[NH:28][C:29]([O:31][CH3:32])=[O:30])[CH2:12][C:13]1[CH:18]=[CH:17][C:16]([C:19]2[CH:24]=[CH:23][CH:22]=[CH:21][N:20]=2)=[CH:15][CH:14]=1)[C:2]1[CH:7]=[CH:6][CH:5]=[CH:4][CH:3]=1.Cl[C:49]([O:51][CH3:52])=[O:50].C(N(CC)CC)C, predict the reaction product. (5) Given the reactants [OH:1][C:2]1[CH:10]=[CH:9][CH:8]=[C:7]2[C:3]=1[CH:4]=[CH:5][NH:6]2.[H-].[Na+].[N+](C1C=C(S(O[CH2:26][C@@H:27]2[O:29][CH2:28]2)(=O)=O)C=CC=1)([O-])=O, predict the reaction product. The product is: [O:29]1[CH2:28][CH:27]1[CH2:26][O:1][C:2]1[CH:10]=[CH:9][CH:8]=[C:7]2[C:3]=1[CH:4]=[CH:5][NH:6]2.